From a dataset of Catalyst prediction with 721,799 reactions and 888 catalyst types from USPTO. Predict which catalyst facilitates the given reaction. Reactant: [Mg].Br[C:3]12[CH2:12][CH:7]3[CH2:8][CH:9]([CH2:11][CH:5]([CH2:6]3)[CH2:4]1)[CH2:10]2.[P:13]([Cl:16])(Cl)Cl. Product: [C:3]12([P:13]([C:3]34[CH2:12][CH:7]5[CH2:8][CH:9]([CH2:11][CH:5]([CH2:6]5)[CH2:4]3)[CH2:10]4)[Cl:16])[CH2:12][CH:7]3[CH2:8][CH:9]([CH2:11][CH:5]([CH2:6]3)[CH2:4]1)[CH2:10]2. The catalyst class is: 28.